From a dataset of Full USPTO retrosynthesis dataset with 1.9M reactions from patents (1976-2016). Predict the reactants needed to synthesize the given product. (1) Given the product [CH:22]1([NH:21][C:9]2[C:8]3([CH2:28][CH2:29][N:5]([CH2:4][C:3]4[CH:30]=[CH:31][CH:32]=[CH:33][C:2]=4[NH:1][CH2:35][CH2:36][CH2:37][C:38]#[N:39])[CH2:6][CH2:7]3)[N:12]([C:13]3[CH:18]=[CH:17][CH:16]=[C:15]([F:19])[CH:14]=3)[C:11](=[O:20])[N:10]=2)[CH2:23][CH2:24][CH2:25][CH2:26][CH2:27]1, predict the reactants needed to synthesize it. The reactants are: [NH2:1][C:2]1[CH:33]=[CH:32][CH:31]=[CH:30][C:3]=1[CH2:4][N:5]1[CH2:29][CH2:28][C:8]2([N:12]([C:13]3[CH:18]=[CH:17][CH:16]=[C:15]([F:19])[CH:14]=3)[C:11](=[O:20])[N:10]=[C:9]2[NH:21][CH:22]2[CH2:27][CH2:26][CH2:25][CH2:24][CH2:23]2)[CH2:7][CH2:6]1.Br[CH2:35][CH2:36][CH2:37][C:38]#[N:39].C([O-])([O-])=O.[Cs+].[Cs+]. (2) The reactants are: [O:1]=[C:2]1[CH:6]=[CH:5][C:4](=[O:7])[N:3]1[CH2:8][CH2:9][CH2:10][CH2:11][CH2:12][C:13]([NH:15][C@H:16]([C:20]([NH:22][C@H:23]([C:31]([NH:33][C:34]1[CH:39]=[CH:38][C:37]([CH2:40][O:41][C:42]([N:44]2[CH2:49][CH2:48][N:47](C(OC(C)(C)C)=O)[CH2:46][CH2:45]2)=[O:43])=[CH:36][CH:35]=1)=[O:32])[CH2:24][CH2:25][CH2:26][NH:27][C:28](=[O:30])[NH2:29])=[O:21])[CH:17]([CH3:19])[CH3:18])=[O:14].FC(F)(F)C(O)=O.C(OCC)C. Given the product [O:1]=[C:2]1[CH:6]=[CH:5][C:4](=[O:7])[N:3]1[CH2:8][CH2:9][CH2:10][CH2:11][CH2:12][C:13]([NH:15][C@H:16]([C:20]([NH:22][C@H:23]([C:31]([NH:33][C:34]1[CH:35]=[CH:36][C:37]([CH2:40][O:41][C:42]([N:44]2[CH2:45][CH2:46][NH:47][CH2:48][CH2:49]2)=[O:43])=[CH:38][CH:39]=1)=[O:32])[CH2:24][CH2:25][CH2:26][NH:27][C:28](=[O:30])[NH2:29])=[O:21])[CH:17]([CH3:19])[CH3:18])=[O:14], predict the reactants needed to synthesize it. (3) Given the product [NH2:25][C:19]1[CH:20]=[CH:21][C:22]([CH3:24])=[CH:23][C:18]=1[NH:17][CH:14]1[CH2:13][CH2:12][N:11]([C@H:8]2[CH2:9][CH2:10][C@H:5]([O:4][CH:2]([CH3:3])[CH3:1])[CH2:6][CH2:7]2)[CH2:16][CH2:15]1, predict the reactants needed to synthesize it. The reactants are: [CH3:1][CH:2]([O:4][C@H:5]1[CH2:10][CH2:9][C@H:8]([N:11]2[CH2:16][CH2:15][CH:14]([NH:17][C:18]3[CH:23]=[C:22]([CH3:24])[CH:21]=[CH:20][C:19]=3[N+:25]([O-])=O)[CH2:13][CH2:12]2)[CH2:7][CH2:6]1)[CH3:3].O.NN. (4) Given the product [CH:2]1([CH2:5][O:6][C:7]2[CH:15]=[CH:14][C:10]3[O:11][CH2:12][O:13][C:9]=3[C:8]=2[C:16]2[C:17]3[NH:24][C:23]([CH3:25])=[C:22]([C:26]([NH:28][CH:29]4[CH2:30][CH2:31][N:32]([C:36]([O:38][CH2:39][CH3:40])=[O:37])[CH2:33][CH2:34]4)=[O:27])[C:18]=3[N:19]=[CH:20][N:21]=2)[CH2:4][CH2:3]1, predict the reactants needed to synthesize it. The reactants are: Cl.[CH:2]1([CH2:5][O:6][C:7]2[CH:15]=[CH:14][C:10]3[O:11][CH2:12][O:13][C:9]=3[C:8]=2[C:16]2[C:17]3[NH:24][C:23]([CH3:25])=[C:22]([C:26]([NH:28][CH:29]4[CH2:34][CH2:33][NH:32][CH2:31][CH2:30]4)=[O:27])[C:18]=3[N:19]=[CH:20][N:21]=2)[CH2:4][CH2:3]1.Cl[C:36]([O:38][CH2:39][CH3:40])=[O:37]. (5) Given the product [CH2:1]([O:3][C:4](=[O:17])[CH2:5][N:6]1[C:10](=[O:11])[CH:9]2[CH:12]=[C:13]([C:28]3[CH:29]=[CH:30][C:25]([O:18][C:19]4[CH:24]=[CH:23][CH:22]=[CH:21][CH:20]=4)=[CH:26][CH:27]=3)[S:14][CH:8]2[C:7]1=[O:16])[CH3:2], predict the reactants needed to synthesize it. The reactants are: [CH2:1]([O:3][C:4](=[O:17])[CH2:5][N:6]1[C:10](=[O:11])[CH:9]2[CH:12]=[C:13](Br)[S:14][CH:8]2[C:7]1=[O:16])[CH3:2].[O:18]([C:25]1[CH:30]=[CH:29][C:28](B(O)O)=[CH:27][CH:26]=1)[C:19]1[CH:24]=[CH:23][CH:22]=[CH:21][CH:20]=1.